From a dataset of Reaction yield outcomes from USPTO patents with 853,638 reactions. Predict the reaction yield, written as a fraction of the theoretical maximum amount of product (1.0 means a 100% yield; for example, 0.34 means a 34% yield). (1) The reactants are [CH3:1][CH:2]1[CH2:6][CH2:5][CH2:4][N:3]1[CH2:7][C:8]1[CH:9]=[N:10][CH:11]=[C:12](B2OC(C)(C)C(C)(C)O2)[CH:13]=1.Br[C:24]1[CH:25]=[C:26]2[C:30](=[C:31]([C:33]([NH2:35])=[O:34])[CH:32]=1)[NH:29][CH:28]=[C:27]2[CH:36]1[CH2:41][CH2:40][N:39]([S:42]([CH2:45][CH3:46])(=[O:44])=[O:43])[CH2:38][CH2:37]1.C(=O)([O-])[O-].[K+].[K+]. No catalyst specified. The product is [CH2:45]([S:42]([N:39]1[CH2:38][CH2:37][CH:36]([C:27]2[C:26]3[C:30](=[C:31]([C:33]([NH2:35])=[O:34])[CH:32]=[C:24]([C:12]4[CH:11]=[N:10][CH:9]=[C:8]([CH2:7][N:3]5[CH2:4][CH2:5][CH2:6][CH:2]5[CH3:1])[CH:13]=4)[CH:25]=3)[NH:29][CH:28]=2)[CH2:41][CH2:40]1)(=[O:44])=[O:43])[CH3:46]. The yield is 0.160. (2) The reactants are Br[C:2]1[C:7]([Cl:8])=[CH:6][C:5]([OH:9])=[C:4]([Cl:10])[CH:3]=1.[C:11]([O:15][C:16]([CH3:19])([CH3:18])[CH3:17])(=[O:14])[CH:12]=[CH2:13].C(N(CC)CC)C. The catalyst is ClCCl.C1C=CC([P]([Pd]([P](C2C=CC=CC=2)(C2C=CC=CC=2)C2C=CC=CC=2)([P](C2C=CC=CC=2)(C2C=CC=CC=2)C2C=CC=CC=2)[P](C2C=CC=CC=2)(C2C=CC=CC=2)C2C=CC=CC=2)(C2C=CC=CC=2)C2C=CC=CC=2)=CC=1. The product is [Cl:8][C:7]1[CH:6]=[C:5]([OH:9])[C:4]([Cl:10])=[CH:3][C:2]=1/[CH:13]=[CH:12]/[C:11]([O:15][C:16]([CH3:19])([CH3:18])[CH3:17])=[O:14]. The yield is 0.670. (3) The reactants are C(OC([N:11]1[CH2:15][CH:14]2[CH2:16][CH:17]([CH2:19][O:20][C:21]3[CH:30]=[C:29]4[C:24]([C:25]([O:31][C:32]5[CH:37]=[CH:36][C:35]([NH:38][C:39]([NH:41][C:42](=[O:50])[CH2:43][C:44]6[CH:49]=[CH:48][CH:47]=[CH:46][CH:45]=6)=[S:40])=[CH:34][C:33]=5[F:51])=[N:26][CH:27]=[N:28]4)=[CH:23][C:22]=3[O:52][CH3:53])[CH2:18][CH:13]2[CH2:12]1)=O)C1C=CC=CC=1.[BrH:54]. The catalyst is CC(O)=O.CCOCC. The product is [BrH:54].[BrH:54].[F:51][C:33]1[CH:34]=[C:35]([NH:38][C:39]([NH:41][C:42](=[O:50])[CH2:43][C:44]2[CH:45]=[CH:46][CH:47]=[CH:48][CH:49]=2)=[S:40])[CH:36]=[CH:37][C:32]=1[O:31][C:25]1[C:24]2[C:29](=[CH:30][C:21]([O:20][CH2:19][CH:17]3[CH2:18][CH:13]4[CH2:12][NH:11][CH2:15][CH:14]4[CH2:16]3)=[C:22]([O:52][CH3:53])[CH:23]=2)[N:28]=[CH:27][N:26]=1. The yield is 1.00. (4) The reactants are C([O:4][C@H:5]1[C@H:11]([O:12]C(=O)C)[C@@H:10]([O:16]C(=O)C)[C@:9]2([C:21]3[CH:26]=[CH:25][C:24]([Cl:27])=[C:23]([CH2:28][C:29]4[CH:34]=[CH:33][C:32]([C:35](=[N:37][O:38][CH3:39])[CH3:36])=[CH:31][CH:30]=4)[CH:22]=3)[O:20][C@@:6]1([CH2:40][O:41]C(=O)C)[CH2:7][O:8]2)(=O)C.O.[OH-].[Li+]. The catalyst is C1COCC1.CO.O. The product is [CH3:39][O:38][N:37]=[C:35]([C:32]1[CH:31]=[CH:30][C:29]([CH2:28][C:23]2[CH:22]=[C:21]([C@@:9]34[O:20][C@@:6]([CH2:40][OH:41])([CH2:7][O:8]3)[C@@H:5]([OH:4])[C@H:11]([OH:12])[C@H:10]4[OH:16])[CH:26]=[CH:25][C:24]=2[Cl:27])=[CH:34][CH:33]=1)[CH3:36]. The yield is 0.795. (5) The reactants are [F:1][C:2]1[CH:7]=[CH:6][C:5]([N:8]2[C:11](=[O:12])[C@H:10]([S:13][CH2:14][CH:15]([OH:24])[C:16]3[CH:21]=[CH:20][C:19]([S:22][CH3:23])=[CH:18][CH:17]=3)[C@H:9]2[C:25]2[CH:35]=[CH:34][C:28]([O:29][CH2:30][C:31](O)=[O:32])=[CH:27][CH:26]=2)=[CH:4][CH:3]=1.CN1CCOCC1.CN(C(ON1N=NC2C=CC=CC1=2)=[N+](C)C)C.[B-](F)(F)(F)F.[NH2:65][CH2:66][C:67]([NH:69][C@@H:70]([C:78]([OH:80])=[O:79])[CH2:71][CH:72]1[CH2:77][CH2:76][CH2:75][CH2:74][CH2:73]1)=[O:68].[BH4-].[Na+]. The catalyst is CN(C=O)C. The product is [F:1][C:2]1[CH:7]=[CH:6][C:5]([N:8]2[C:11](=[O:12])[C@H:10]([S:13][CH2:14][CH:15]([OH:24])[C:16]3[CH:17]=[CH:18][C:19]([S:22][CH3:23])=[CH:20][CH:21]=3)[C@H:9]2[C:25]2[CH:35]=[CH:34][C:28]([O:29][CH2:30][C:31]([NH:65][CH2:66][C:67]([NH:69][C@@H:70]([C:78]([OH:80])=[O:79])[CH2:71][CH:72]3[CH2:77][CH2:76][CH2:75][CH2:74][CH2:73]3)=[O:68])=[O:32])=[CH:27][CH:26]=2)=[CH:4][CH:3]=1. The yield is 0.320. (6) The reactants are S(C)C.[N+:4]([C:7]1[CH:8]=[CH:9][C:10]2[O:15][CH2:14][C:13](=O)[NH:12][C:11]=2[CH:17]=1)([O-:6])=[O:5]. The catalyst is C1COCC1. The product is [N+:4]([C:7]1[CH:8]=[CH:9][C:10]2[O:15][CH2:14][CH2:13][NH:12][C:11]=2[CH:17]=1)([O-:6])=[O:5]. The yield is 0.890.